This data is from Full USPTO retrosynthesis dataset with 1.9M reactions from patents (1976-2016). The task is: Predict the reactants needed to synthesize the given product. (1) The reactants are: C1(P(C2CCCCC2)C2CCCCC2)CCCCC1.[F-].[Cs+].[N:22]1([CH2:28][CH2:29][O:30][C:31]2[CH:59]=[CH:58][C:34]([O:35][C:36]3[C:45](OS(C(F)(F)F)(=O)=O)=[CH:44][CH:43]=[C:42]4[C:37]=3[CH:38]=[CH:39][C:40]([O:54][C:55](=[O:57])[CH3:56])=[CH:41]4)=[CH:33][CH:32]=2)[CH2:27][CH2:26][CH2:25][CH2:24][CH2:23]1.B1(B2OCC(C)(C)CO2)OCC(C)(C)CO1.[CH3:76][S:77]([C:80]1[CH:85]=[CH:84][C:83](OS(C(F)(F)F)(=O)=O)=[CH:82][C:81]=1[O:94][CH3:95])(=[O:79])=[O:78]. Given the product [CH3:76][S:77]([C:80]1[CH:85]=[CH:84][C:83]([C:45]2[C:36]([O:35][C:34]3[CH:58]=[CH:59][C:31]([O:30][CH2:29][CH2:28][N:22]4[CH2:23][CH2:24][CH2:25][CH2:26][CH2:27]4)=[CH:32][CH:33]=3)=[C:37]3[C:42](=[CH:43][CH:44]=2)[CH:41]=[C:40]([O:54][C:55](=[O:57])[CH3:56])[CH:39]=[CH:38]3)=[CH:82][C:81]=1[O:94][CH3:95])(=[O:79])=[O:78], predict the reactants needed to synthesize it. (2) Given the product [ClH:20].[CH:1]1([NH:4][C:5]2[S:9][C:8]([C:10]3[CH:11]=[N:12][CH:13]=[CH:14][CH:15]=3)=[N:7][CH:6]=2)[CH2:3][CH2:2]1, predict the reactants needed to synthesize it. The reactants are: [CH:1]1([NH:4][C:5](=O)[CH2:6][NH:7][C:8]([C:10]2[CH:11]=[N:12][CH:13]=[CH:14][CH:15]=2)=[S:9])[CH2:3][CH2:2]1.P(Cl)(Cl)(O[Cl:20])=O. (3) Given the product [CH:13]([O:12][C:5]1[CH:4]=[CH:3][C:2]([NH:1][C:27]([NH:26][C:29]2[CH:30]=[CH:31][C:32]3[O:36][CH2:35][CH2:34][C:33]=3[CH:37]=2)=[O:28])=[CH:11][C:6]=1[C:7]([O:9][CH3:10])=[O:8])([C:20]1[CH:25]=[CH:24][CH:23]=[CH:22][CH:21]=1)[C:14]1[CH:19]=[CH:18][CH:17]=[CH:16][CH:15]=1, predict the reactants needed to synthesize it. The reactants are: [NH2:1][C:2]1[CH:3]=[CH:4][C:5]([O:12][CH:13]([C:20]2[CH:25]=[CH:24][CH:23]=[CH:22][CH:21]=2)[C:14]2[CH:19]=[CH:18][CH:17]=[CH:16][CH:15]=2)=[C:6]([CH:11]=1)[C:7]([O:9][CH3:10])=[O:8].[N:26]([C:29]1[CH:30]=[CH:31][C:32]2[O:36][CH2:35][CH2:34][C:33]=2[CH:37]=1)=[C:27]=[O:28]. (4) Given the product [O:1]=[C:2]1[N:8]([CH:9]2[CH2:10][CH2:11][N:12]([C:15]([O:17][C@H:18]([CH2:40][C:41]3[CH:46]=[CH:45][CH:44]=[C:43]([CH3:47])[CH:42]=3)[C:19](=[O:20])[N:21]3[CH2:22][CH2:23][CH:24]([N:27]4[CH2:32][CH2:31][NH:30][CH2:29][CH2:28]4)[CH2:25][CH2:26]3)=[O:16])[CH2:13][CH2:14]2)[CH2:7][CH2:6][C:5]2[CH:51]=[CH:52][CH:53]=[CH:54][C:4]=2[NH:3]1, predict the reactants needed to synthesize it. The reactants are: [O:1]=[C:2]1[N:8]([CH:9]2[CH2:14][CH2:13][N:12]([C:15]([O:17][C@H:18]([CH2:40][C:41]3[CH:46]=[CH:45][CH:44]=[C:43]([C:47](F)(F)F)[CH:42]=3)[C:19]([N:21]3[CH2:26][CH2:25][CH:24]([N:27]4[CH2:32][CH2:31][N:30](C(OC(C)(C)C)=O)[CH2:29][CH2:28]4)[CH2:23][CH2:22]3)=[O:20])=[O:16])[CH2:11][CH2:10]2)[CH2:7][CH2:6][C:5]2[CH:51]=[CH:52][CH:53]=[CH:54][C:4]=2[NH:3]1. (5) Given the product [C:1]([C:3]1[CH:4]=[C:5]([C:18]2[CH2:23][CH2:22][N:21]([C:24]([O:26][CH2:27][C:28]3[CH:29]=[CH:30][CH:31]=[CH:32][CH:33]=3)=[O:25])[CH2:20][CH:19]=2)[CH:6]=[CH:7][CH:8]=1)#[N:2], predict the reactants needed to synthesize it. The reactants are: [C:1]([C:3]1[CH:4]=[C:5](B(O)O)[CH:6]=[CH:7][CH:8]=1)#[N:2].FC(F)(F)S(O[C:18]1[CH2:23][CH2:22][N:21]([C:24]([O:26][CH2:27][C:28]2[CH:33]=[CH:32][CH:31]=[CH:30][CH:29]=2)=[O:25])[CH2:20][CH:19]=1)(=O)=O. (6) Given the product [CH3:1][O:2][C:3]1[CH:8]=[C:7]([B:9]2[O:10][C:11]([CH3:17])([CH3:16])[C:12]([CH3:14])([CH3:15])[O:13]2)[CH:6]=[CH:5][C:4]=1[O:18][CH2:32][C:31]1[CH:34]=[CH:35][C:28]([O:27][CH3:26])=[CH:29][CH:30]=1, predict the reactants needed to synthesize it. The reactants are: [CH3:1][O:2][C:3]1[CH:8]=[C:7]([B:9]2[O:13][C:12]([CH3:15])([CH3:14])[C:11]([CH3:17])([CH3:16])[O:10]2)[CH:6]=[CH:5][C:4]=1[OH:18].CN(C=O)C.[H-].[Na+].[CH3:26][O:27][C:28]1[CH:35]=[CH:34][C:31]([CH2:32]Cl)=[CH:30][CH:29]=1. (7) The reactants are: Br[C:2]1[CH:3]=[CH:4][C:5]2[N:9]=[C:8]([O:10][CH:11]3[CH2:14][O:13][CH2:12]3)[N:7]([C:15]3[CH:20]=[CH:19][N:18]=[C:17]([NH2:21])[N:16]=3)[C:6]=2[CH:22]=1.[CH3:23][C:24]([OH:28])([C:26]#[CH:27])[CH3:25]. Given the product [NH2:21][C:17]1[N:16]=[C:15]([N:7]2[C:6]3[CH:22]=[C:2]([C:27]#[C:26][C:24]([CH3:25])([OH:28])[CH3:23])[CH:3]=[CH:4][C:5]=3[N:9]=[C:8]2[O:10][CH:11]2[CH2:14][O:13][CH2:12]2)[CH:20]=[CH:19][N:18]=1, predict the reactants needed to synthesize it. (8) Given the product [Br:1][C:2]1[CH:7]=[CH:6][C:5]([S:8]([NH:13][C:14]2[C:15]([CH3:21])=[N:16][N:17]([CH3:20])[C:18]=2[CH3:19])(=[O:10])=[O:9])=[C:4]([F:12])[CH:3]=1, predict the reactants needed to synthesize it. The reactants are: [Br:1][C:2]1[CH:7]=[CH:6][C:5]([S:8](Cl)(=[O:10])=[O:9])=[C:4]([F:12])[CH:3]=1.[NH2:13][C:14]1[C:15]([CH3:21])=[N:16][N:17]([CH3:20])[C:18]=1[CH3:19]. (9) Given the product [CH2:28]([O:27][C@@H:7]([CH2:8][C:9]1[CH:14]=[CH:13][C:12]([O:15][CH2:16]/[CH:17]=[CH:18]/[C:19]#[C:20][C:21]2[CH:22]=[CH:23][CH:24]=[CH:25][CH:26]=2)=[CH:11][CH:10]=1)[C:6]([OH:30])=[O:5])[CH3:29], predict the reactants needed to synthesize it. The reactants are: [OH-].[Na+].C([O:5][C:6](=[O:30])[C@@H:7]([O:27][CH2:28][CH3:29])[CH2:8][C:9]1[CH:14]=[CH:13][C:12]([O:15][CH2:16]/[CH:17]=[CH:18]/[C:19]#[C:20][C:21]2[CH:26]=[CH:25][CH:24]=[CH:23][CH:22]=2)=[CH:11][CH:10]=1)C.